Dataset: Full USPTO retrosynthesis dataset with 1.9M reactions from patents (1976-2016). Task: Predict the reactants needed to synthesize the given product. (1) Given the product [CH3:20][O:19][C:17](=[O:18])[CH:16]([C:13]1[CH:12]=[CH:11][C:10]([CH2:9][NH:8][C:1]([O:3][C:4]([CH3:6])([CH3:5])[CH3:7])=[O:2])=[CH:15][CH:14]=1)[N:49]=[N+:50]=[N-:51], predict the reactants needed to synthesize it. The reactants are: [C:1]([NH:8][CH2:9][C:10]1[CH:15]=[CH:14][C:13]([CH2:16][C:17]([O:19][CH3:20])=[O:18])=[CH:12][CH:11]=1)([O:3][C:4]([CH3:7])([CH3:6])[CH3:5])=[O:2].C[Si]([N-][Si](C)(C)C)(C)C.[K+].C(C1C=C(C(C)C)C=C(C(C)C)C=1S([N:49]=[N+:50]=[N-:51])(=O)=O)(C)C.C(O)(=O)C. (2) The reactants are: CC1C=C2C(=CC=1)N(O[S:12](O)(=O)=O)C(=O)C2.S[C:18]1[CH:19]=[C:20]2[C:24](=[CH:25][CH:26]=1)[NH:23][C:22](=O)[CH2:21]2.[CH2:28](I)[CH3:29].P([O-])([O-])(O)=O. Given the product [CH2:28]([C:18]1[CH:19]=[C:20]2[C:24](=[CH:25][CH:26]=1)[NH:23][C:22](=[S:12])[CH2:21]2)[CH3:29], predict the reactants needed to synthesize it.